This data is from Forward reaction prediction with 1.9M reactions from USPTO patents (1976-2016). The task is: Predict the product of the given reaction. (1) Given the reactants [Br:1][C:2]1[CH:7]=[CH:6][C:5]([C:8](=O)[CH2:9][C:10](=O)[C:11]([F:14])([F:13])[F:12])=[CH:4][CH:3]=1.[NH2:17][C:18]1[C:22]([C:23]2[CH:28]=[CH:27][N:26]=[CH:25][CH:24]=2)=[CH:21][NH:20][N:19]=1, predict the reaction product. The product is: [Br:1][C:2]1[CH:7]=[CH:6][C:5]([C:8]2[CH:9]=[C:10]([C:11]([F:14])([F:13])[F:12])[N:19]3[N:20]=[CH:21][C:22]([C:23]4[CH:28]=[CH:27][N:26]=[CH:25][CH:24]=4)=[C:18]3[N:17]=2)=[CH:4][CH:3]=1. (2) Given the reactants [OH:1][CH2:2][C:3]1([CH3:23])[C:11]2[CH:10]=[N:9][C:8](S(C)(=O)=O)=[N:7][C:6]=2[CH2:5][N:4]1[C:16]([O:18][C:19]([CH3:22])([CH3:21])[CH3:20])=[O:17].[O:24]1[CH2:29][CH2:28][CH:27]([NH2:30])[CH2:26][CH2:25]1.CN1CCNCC1, predict the reaction product. The product is: [OH:1][CH2:2][C:3]1([CH3:23])[C:11]2[CH:10]=[N:9][C:8]([NH:30][CH:27]3[CH2:28][CH2:29][O:24][CH2:25][CH2:26]3)=[N:7][C:6]=2[CH2:5][N:4]1[C:16]([O:18][C:19]([CH3:22])([CH3:21])[CH3:20])=[O:17]. (3) The product is: [OH:13][C:10]1([CH2:14][N:15]2[C:20](=[O:21])[C:19]3=[CH:22][CH:23]=[CH:24][N:18]3[N:17]=[CH:16]2)[CH2:11][CH2:12][N:7]([C:5]([C:4]2[CH:3]=[C:2]([C:33]3[CH:34]=[CH:35][C:30]([O:29][CH3:28])=[CH:31][CH:32]=3)[CH:27]=[CH:26][CH:25]=2)=[O:6])[CH2:8][CH2:9]1. Given the reactants Br[C:2]1[CH:3]=[C:4]([CH:25]=[CH:26][CH:27]=1)[C:5]([N:7]1[CH2:12][CH2:11][C:10]([CH2:14][N:15]2[C:20](=[O:21])[C:19]3=[CH:22][CH:23]=[CH:24][N:18]3[N:17]=[CH:16]2)([OH:13])[CH2:9][CH2:8]1)=[O:6].[CH3:28][O:29][C:30]1[CH:35]=[CH:34][C:33](B(O)O)=[CH:32][CH:31]=1.C(=O)(O)[O-].[Na+], predict the reaction product. (4) Given the reactants O[CH2:2][C:3]1[S:7][C:6](=[O:8])[N:5]([CH3:9])[C:4]=1[C:10]1[CH:22]=[N:21][C:20]2[C:19]3[CH:18]=[CH:17][C:16]([C:23]([O:25][CH3:26])=[O:24])=[CH:15][C:14]=3[N:13]([CH:27]([C:34]3[CH:39]=[CH:38][CH:37]=[CH:36][CH:35]=3)[CH:28]3[CH2:33][CH2:32][O:31][CH2:30][CH2:29]3)[C:12]=2[CH:11]=1.C([SiH](CC)CC)C.C(O)(C(F)(F)F)=O, predict the reaction product. The product is: [CH3:9][N:5]1[C:4]([C:10]2[CH:22]=[N:21][C:20]3[C:19]4[CH:18]=[CH:17][C:16]([C:23]([O:25][CH3:26])=[O:24])=[CH:15][C:14]=4[N:13]([CH:27]([C:34]4[CH:39]=[CH:38][CH:37]=[CH:36][CH:35]=4)[CH:28]4[CH2:29][CH2:30][O:31][CH2:32][CH2:33]4)[C:12]=3[CH:11]=2)=[C:3]([CH3:2])[S:7][C:6]1=[O:8]. (5) Given the reactants Br[C:2]1[N:7]=[C:6]([CH3:8])[C:5]([NH:9][C:10]([C:12]2[CH:13]=[CH:14][C:15]3[C@:21]4([CH2:29][C:30]5[CH:35]=[CH:34][CH:33]=[CH:32][CH:31]=5)[CH2:22][CH2:23][C@@:24]([CH2:27][CH3:28])([OH:26])[CH2:25][C@@H:20]4[CH2:19][CH2:18][CH2:17][C:16]=3[CH:36]=2)=[O:11])=[CH:4][CH:3]=1.[NH:37]1[C:41](B(O)O)=[CH:40][CH:39]=[N:38]1.C([O-])([O-])=O.[Na+].[Na+].CCO, predict the reaction product. The product is: [CH3:8][C:6]1[C:5]([NH:9][C:10]([C:12]2[CH:13]=[CH:14][C:15]3[C@:21]4([CH2:29][C:30]5[CH:35]=[CH:34][CH:33]=[CH:32][CH:31]=5)[CH2:22][CH2:23][C@@:24]([CH2:27][CH3:28])([OH:26])[CH2:25][C@@H:20]4[CH2:19][CH2:18][CH2:17][C:16]=3[CH:36]=2)=[O:11])=[CH:4][CH:3]=[C:2]([C:41]2[NH:37][N:38]=[CH:39][CH:40]=2)[N:7]=1. (6) Given the reactants [F:1][C:2]1[CH:7]=[CH:6][C:5]([CH:8]([CH:17]2[CH2:22][CH2:21][N:20]([CH:23]([CH3:25])[CH3:24])[CH2:19][CH2:18]2)[C:9]([N:11]2[CH2:16][CH2:15][NH:14][CH2:13][CH2:12]2)=[O:10])=[CH:4][CH:3]=1.[C:26]1([C:37]2[CH:42]=[CH:41][CH:40]=[CH:39][CH:38]=2)[CH:31]=[CH:30][CH:29]=[CH:28][C:27]=1[CH2:32][CH2:33][C:34](O)=[O:35].Cl.CNC(NC)CCN=C=NCC.O.ON1C2C=CC=CC=2N=N1.C(=O)(O)[O-].[Na+], predict the reaction product. The product is: [C:26]1([C:37]2[CH:42]=[CH:41][CH:40]=[CH:39][CH:38]=2)[CH:31]=[CH:30][CH:29]=[CH:28][C:27]=1[CH2:32][CH2:33][C:34]([N:14]1[CH2:13][CH2:12][N:11]([C:9](=[O:10])[CH:8]([C:5]2[CH:4]=[CH:3][C:2]([F:1])=[CH:7][CH:6]=2)[CH:17]2[CH2:22][CH2:21][N:20]([CH:23]([CH3:25])[CH3:24])[CH2:19][CH2:18]2)[CH2:16][CH2:15]1)=[O:35].